From a dataset of Full USPTO retrosynthesis dataset with 1.9M reactions from patents (1976-2016). Predict the reactants needed to synthesize the given product. (1) Given the product [OH:31][C:30]1[C:25](=[O:24])[NH:26][N:27]=[C:28]([CH2:39][CH2:40][C:41]2[CH:46]=[CH:45][C:44]([C:47]([F:49])([F:48])[F:50])=[C:43]([CH3:51])[CH:42]=2)[CH:29]=1, predict the reactants needed to synthesize it. The reactants are: OC1C(=O)NN=C(CCC2C=CC=CC=2)C=1.C([O:24][C:25]1[N:26]=[N:27][C:28]([C:39]#[C:40][C:41]2[CH:46]=[CH:45][C:44]([C:47]([F:50])([F:49])[F:48])=[C:43]([CH3:51])[CH:42]=2)=[CH:29][C:30]=1[O:31]CC1C=CC=CC=1)C1C=CC=CC=1. (2) Given the product [CH:22]1([CH2:21][N:12]2[C:13]3([CH2:14][CH2:15][N:16]([O:19][CH3:20])[CH2:17][CH2:18]3)[C:9]([OH:8])=[C:10]([C:26]3[C:27]([CH3:34])=[CH:28][C:29]([CH3:33])=[CH:30][C:31]=3[CH3:32])[C:11]2=[O:25])[CH2:24][CH2:23]1, predict the reactants needed to synthesize it. The reactants are: C([O:8][C:9]1[C:13]2([CH2:18][CH2:17][N:16]([O:19][CH3:20])[CH2:15][CH2:14]2)[N:12]([CH2:21][CH:22]2[CH2:24][CH2:23]2)[C:11](=[O:25])[C:10]=1[C:26]1[C:31]([CH3:32])=[CH:30][C:29]([CH3:33])=[CH:28][C:27]=1[CH3:34])C1C=CC=CC=1.